Predict the product of the given reaction. From a dataset of Forward reaction prediction with 1.9M reactions from USPTO patents (1976-2016). (1) Given the reactants [CH2:1]([C:3]1[C:4]([CH3:21])=[C:5]2[C:12](I)=[C:11]([C:14]([O:16][C:17]([CH3:20])([CH3:19])[CH3:18])=[O:15])[S:10][C:6]2=[N:7][C:8]=1[CH3:9])[CH3:2].C([O-])([O-])=O.[K+].[K+].[CH3:28][O:29][C:30]1[CH:35]=[CH:34][C:33](B(O)O)=[CH:32][CH:31]=1, predict the reaction product. The product is: [CH2:1]([C:3]1[C:4]([CH3:21])=[C:5]2[C:12]([C:33]3[CH:34]=[CH:35][C:30]([O:29][CH3:28])=[CH:31][CH:32]=3)=[C:11]([C:14]([O:16][C:17]([CH3:20])([CH3:19])[CH3:18])=[O:15])[S:10][C:6]2=[N:7][C:8]=1[CH3:9])[CH3:2]. (2) Given the reactants [C:1]1([C:7]2[C:11]([C:12]([O:14][CH3:15])=[O:13])=[C:10]([C:16]([O:18]C)=[O:17])[O:9][N:8]=2)[CH:6]=[CH:5][CH:4]=[CH:3][CH:2]=1.O.[Li+].[OH-], predict the reaction product. The product is: [CH3:15][O:14][C:12]([C:11]1[C:7]([C:1]2[CH:6]=[CH:5][CH:4]=[CH:3][CH:2]=2)=[N:8][O:9][C:10]=1[C:16]([OH:18])=[O:17])=[O:13]. (3) Given the reactants [Br:1][C:2]1[CH:7]=[CH:6][N:5]=[C:4]2[N:8]([S:11]([C:14]3[CH:19]=[CH:18][CH:17]=[CH:16][CH:15]=3)(=[O:13])=[O:12])[CH:9]=[CH:10][C:3]=12.[Li+].[CH3:21]C([N-]C(C)C)C.CCCCCCC.C1COCC1.C(C1C=CC=CC=1)C.CI, predict the reaction product. The product is: [Br:1][C:2]1[CH:7]=[CH:6][N:5]=[C:4]2[N:8]([S:11]([C:14]3[CH:19]=[CH:18][CH:17]=[CH:16][CH:15]=3)(=[O:13])=[O:12])[C:9]([CH3:21])=[CH:10][C:3]=12. (4) Given the reactants [CH2:1]([NH:4][CH2:5][CH2:6][CH3:7])[CH2:2][CH3:3].CCN=C=NCCCN(C)C.C(N(C(C)C)CC)(C)C.[Br:28][C:29]1[CH:30]=[CH:31][C:32]2=[C:33]([CH:50]=1)[N:34]=[C:35]([NH:42][C:43]([O:45][C:46]([CH3:49])([CH3:48])[CH3:47])=[O:44])[CH2:36][C:37]([C:39](O)=[O:40])=[CH:38]2.C1C=CC2N(O)N=NC=2C=1, predict the reaction product. The product is: [Br:28][C:29]1[CH:30]=[CH:31][C:32]2=[C:33]([CH:50]=1)[N:34]=[C:35]([NH:42][C:43](=[O:44])[O:45][C:46]([CH3:47])([CH3:49])[CH3:48])[CH2:36][C:37]([C:39](=[O:40])[N:4]([CH2:5][CH2:6][CH3:7])[CH2:1][CH2:2][CH3:3])=[CH:38]2.